This data is from Peptide-MHC class I binding affinity with 185,985 pairs from IEDB/IMGT. The task is: Regression. Given a peptide amino acid sequence and an MHC pseudo amino acid sequence, predict their binding affinity value. This is MHC class I binding data. (1) The peptide sequence is VPTNDHIPVV. The MHC is HLA-B54:01 with pseudo-sequence HLA-B54:01. The binding affinity (normalized) is 1.00. (2) The peptide sequence is VFKGFSDKVR. The MHC is HLA-A11:01 with pseudo-sequence HLA-A11:01. The binding affinity (normalized) is 0.272. (3) The peptide sequence is GLAEKPNDY. The MHC is HLA-B08:01 with pseudo-sequence HLA-B08:01. The binding affinity (normalized) is 0.0847.